This data is from Peptide-MHC class II binding affinity with 134,281 pairs from IEDB. The task is: Regression. Given a peptide amino acid sequence and an MHC pseudo amino acid sequence, predict their binding affinity value. This is MHC class II binding data. The peptide sequence is LWTQSLRRELSGYCS. The MHC is DRB1_0802 with pseudo-sequence DRB1_0802. The binding affinity (normalized) is 0.484.